This data is from Full USPTO retrosynthesis dataset with 1.9M reactions from patents (1976-2016). The task is: Predict the reactants needed to synthesize the given product. (1) Given the product [CH3:18][O:19][C:14]1[CH:15]=[C:10]([CH:9]=[CH:9][C:10]2[CH:11]=[CH:12][C:13]([O:16][CH3:17])=[CH:14][CH:15]=2)[CH:11]=[C:12]([O:19][CH3:18])[C:13]=1[O:16][CH3:17], predict the reactants needed to synthesize it. The reactants are: C(OP([CH2:9][C:10]1[CH:15]=[CH:14][C:13]([O:16][CH3:17])=[CH:12][CH:11]=1)(=O)OCC)C.[CH3:18][O-:19].[Na+]. (2) Given the product [O:20]=[C:15]1[CH2:16][CH2:17][CH2:18][C:19]2[C:10]([C:8]3[CH:7]=[CH:6][C:3]([C:4]#[N:5])=[C:2]([NH:21][CH:22]4[CH2:27][CH2:26][O:25][CH2:24][CH2:23]4)[CH:9]=3)=[CH:11][CH:12]=[CH:13][C:14]1=2, predict the reactants needed to synthesize it. The reactants are: F[C:2]1[CH:9]=[C:8]([C:10]2[C:19]3[CH2:18][CH2:17][CH2:16][C:15](=[O:20])[C:14]=3[CH:13]=[CH:12][CH:11]=2)[CH:7]=[CH:6][C:3]=1[C:4]#[N:5].[NH2:21][CH:22]1[CH2:27][CH2:26][O:25][CH2:24][CH2:23]1.C(N(C(C)C)CC)(C)C.O. (3) Given the product [Cl:13][C:10]1[C:9]2[C:4](=[CH:5][N:6]=[CH:7][CH:8]=2)[N:3]=[C:2]([C:17]2[CH:18]=[N:19][CH:20]=[C:15]([F:14])[CH:16]=2)[C:11]=1[CH3:12], predict the reactants needed to synthesize it. The reactants are: Cl[C:2]1[C:11]([CH3:12])=[C:10]([Cl:13])[C:9]2[C:4](=[CH:5][N:6]=[CH:7][CH:8]=2)[N:3]=1.[F:14][C:15]1[CH:16]=[C:17](B(O)O)[CH:18]=[N:19][CH:20]=1.C(=O)([O-])[O-].[Na+].[Na+]. (4) Given the product [CH2:34]([C:32]1[O:31][N:30]=[C:29]([C:27]([C@@H:26]([NH:25][C:10](=[O:12])[CH:9]([CH2:13][S:14]([CH2:17][C:18]2[CH:23]=[CH:22][CH:21]=[CH:20][CH:19]=2)(=[O:16])=[O:15])[CH2:8][C:7]([N:1]2[CH2:2][CH2:3][O:4][CH2:5][CH2:6]2)=[O:24])[CH2:36][CH3:37])=[O:28])[N:33]=1)[CH3:35], predict the reactants needed to synthesize it. The reactants are: [N:1]1([C:7](=[O:24])[CH2:8][CH:9]([CH2:13][S:14]([CH2:17][C:18]2[CH:23]=[CH:22][CH:21]=[CH:20][CH:19]=2)(=[O:16])=[O:15])[C:10]([OH:12])=O)[CH2:6][CH2:5][O:4][CH2:3][CH2:2]1.[NH2:25][CH:26]([CH2:36][CH3:37])[C@@H:27]([C:29]1[N:33]=[C:32]([CH2:34][CH3:35])[O:31][N:30]=1)[OH:28]. (5) Given the product [CH2:10]([O:12][C:13]([C:15]1[CH:16]=[C:17]2[C:22](=[CH:23][CH:24]=1)[NH:21][CH:20]([C:25]1[CH:30]=[CH:29][CH:28]=[C:27]([N:31]3[C:32]([CH2:33][CH3:34])=[N:8][N:7]=[N:6]3)[CH:26]=1)[C:19]([CH3:37])([CH3:36])[CH2:18]2)=[O:14])[CH3:11], predict the reactants needed to synthesize it. The reactants are: Cl[Si](Cl)(Cl)Cl.[N-:6]=[N+:7]=[N-:8].[Na+].[CH2:10]([O:12][C:13]([C:15]1[CH:16]=[C:17]2[C:22](=[CH:23][CH:24]=1)[NH:21][CH:20]([C:25]1[CH:30]=[CH:29][CH:28]=[C:27]([NH:31][C:32](=O)[CH2:33][CH3:34])[CH:26]=1)[C:19]([CH3:37])([CH3:36])[CH2:18]2)=[O:14])[CH3:11]. (6) The reactants are: [C:1]([O:6][CH2:7][C:8]1[CH:13]=[CH:12][CH:11]=[CH:10][CH:9]=1)(=[O:5])[C:2]([CH3:4])=[CH2:3].[C:14]([OH:19])(=[O:18])[C:15]([CH3:17])=[CH2:16]. Given the product [C:1]([O:6][CH2:7][C:8]1[CH:9]=[CH:10][CH:11]=[CH:12][CH:13]=1)(=[O:5])[C:2]([CH3:4])=[CH2:3].[C:14]([OH:19])(=[O:18])[C:15]([CH3:17])=[CH2:16], predict the reactants needed to synthesize it. (7) Given the product [F:1][C:2]1[CH:3]=[CH:4][C:5]([N:8]2[C:16]3[C:11](=[CH:12][C:13]([O:17][C@H:18]([C:22]4[CH:27]=[CH:26][CH:25]=[C:24]([O:28][CH3:29])[CH:23]=4)[C@@H:19]([NH:21][C:33]([C:32]([NH:31][CH3:30])=[O:36])=[O:34])[CH3:20])=[CH:14][CH:15]=3)[CH:10]=[N:9]2)=[CH:6][CH:7]=1, predict the reactants needed to synthesize it. The reactants are: [F:1][C:2]1[CH:7]=[CH:6][C:5]([N:8]2[C:16]3[C:11](=[CH:12][C:13]([O:17][C@H:18]([C:22]4[CH:27]=[CH:26][CH:25]=[C:24]([O:28][CH3:29])[CH:23]=4)[C@@H:19]([NH2:21])[CH3:20])=[CH:14][CH:15]=3)[CH:10]=[N:9]2)=[CH:4][CH:3]=1.[CH3:30][NH:31][C:32](=[O:36])[C:33](O)=[O:34]. (8) Given the product [CH3:26][N:27]([C:21](=[O:22])[CH2:20][C@H:17]1[CH2:18][CH2:19][C@H:14]([C:11]2[CH:10]=[CH:9][C:8]([C:5]3[NH:6][N:7]=[C:3]([C:2]([F:24])([F:25])[F:1])[CH:4]=3)=[CH:13][CH:12]=2)[CH2:15][CH2:16]1)[CH2:28][C:29]([O:31][CH3:32])=[O:30], predict the reactants needed to synthesize it. The reactants are: [F:1][C:2]([F:25])([F:24])[C:3]1[NH:7][N:6]=[C:5]([C:8]2[CH:13]=[CH:12][C:11]([C@H:14]3[CH2:19][CH2:18][C@H:17]([CH2:20][C:21](O)=[O:22])[CH2:16][CH2:15]3)=[CH:10][CH:9]=2)[CH:4]=1.[CH3:26][NH:27][CH2:28][C:29]([O:31][CH3:32])=[O:30].C(N(C(C)C)CC)(C)C. (9) Given the product [F:38][C:31]1[CH:30]=[C:29]([F:39])[C:28]([C:10]2[CH:11]=[CH:12][CH:13]=[C:8]([C:6]3[CH:5]=[C:4]([C:17]4[CH:22]=[CH:21][C:20]([C:23]([F:25])([F:26])[F:24])=[CH:19][CH:18]=4)[CH:3]=[C:2]([CH3:1])[N:7]=3)[CH:9]=2)=[CH:33][C:32]=1[S:34]([NH2:37])(=[O:36])=[O:35], predict the reactants needed to synthesize it. The reactants are: [CH3:1][C:2]1[N:7]=[C:6]([C:8]2[CH:9]=[C:10](B(O)O)[CH:11]=[CH:12][CH:13]=2)[CH:5]=[C:4]([C:17]2[CH:22]=[CH:21][C:20]([C:23]([F:26])([F:25])[F:24])=[CH:19][CH:18]=2)[CH:3]=1.Br[C:28]1[C:29]([F:39])=[CH:30][C:31]([F:38])=[C:32]([S:34]([NH2:37])(=[O:36])=[O:35])[CH:33]=1. (10) Given the product [Cl:27][C:28]1[CH:33]=[CH:32][CH:31]=[C:30]([C:34]([F:35])([F:37])[F:36])[C:29]=1[CH2:38][N:39]1[CH2:43][C@H:42]([CH3:44])[C@:41]([CH2:54][C:55]([OH:57])=[O:56])([C:45](=[O:53])[NH:46][CH:47]2[CH2:48][CH2:49][N:50]([CH2:7][C:1]3[CH2:6][CH2:5][CH2:4][CH2:3][CH:2]=3)[CH2:51][CH2:52]2)[CH2:40]1, predict the reactants needed to synthesize it. The reactants are: [C:1]1([CH:7]=O)[CH2:6][CH2:5][CH2:4][CH2:3][CH:2]=1.C(O)(=O)C.C(O[BH-](OC(=O)C)OC(=O)C)(=O)C.[Na+].[Cl:27][C:28]1[CH:33]=[CH:32][CH:31]=[C:30]([C:34]([F:37])([F:36])[F:35])[C:29]=1[CH2:38][N:39]1[CH2:43][C@@H:42]([CH3:44])[C@@:41]([CH2:54][C:55]([OH:57])=[O:56])([C:45](=[O:53])[NH:46][CH:47]2[CH2:52][CH2:51][NH:50][CH2:49][CH2:48]2)[CH2:40]1.